From a dataset of Forward reaction prediction with 1.9M reactions from USPTO patents (1976-2016). Predict the product of the given reaction. Given the reactants CO[C:3]1[C:12]2[C:7](=[CH:8][CH:9]=[CH:10][CH:11]=2)[CH:6]=[CH:5][C:4]=1[C:13]([OH:15])=[O:14].[CH2:16]([N-:18][CH2:19][CH3:20])[CH3:17].[Li+].O.Cl, predict the reaction product. The product is: [CH2:16]([N:18]([C:3]1[C:12]2[C:7](=[CH:8][CH:9]=[CH:10][CH:11]=2)[CH:6]=[CH:5][C:4]=1[C:13]([OH:15])=[O:14])[CH2:19][CH3:20])[CH3:17].